Regression. Given two drug SMILES strings and cell line genomic features, predict the synergy score measuring deviation from expected non-interaction effect. From a dataset of NCI-60 drug combinations with 297,098 pairs across 59 cell lines. (1) Drug 1: CC1=C2C(C(=O)C3(C(CC4C(C3C(C(C2(C)C)(CC1OC(=O)C(C(C5=CC=CC=C5)NC(=O)OC(C)(C)C)O)O)OC(=O)C6=CC=CC=C6)(CO4)OC(=O)C)O)C)O. Drug 2: C1CN(P(=O)(OC1)NCCCl)CCCl. Cell line: SNB-75. Synergy scores: CSS=14.0, Synergy_ZIP=-2.31, Synergy_Bliss=2.57, Synergy_Loewe=-10.9, Synergy_HSA=1.36. (2) Drug 1: COC1=C(C=C2C(=C1)N=CN=C2NC3=CC(=C(C=C3)F)Cl)OCCCN4CCOCC4. Drug 2: CCC1(CC2CC(C3=C(CCN(C2)C1)C4=CC=CC=C4N3)(C5=C(C=C6C(=C5)C78CCN9C7C(C=CC9)(C(C(C8N6C)(C(=O)OC)O)OC(=O)C)CC)OC)C(=O)OC)O.OS(=O)(=O)O. Cell line: SNB-75. Synergy scores: CSS=42.1, Synergy_ZIP=-6.86, Synergy_Bliss=-5.53, Synergy_Loewe=-2.03, Synergy_HSA=-1.65. (3) Drug 1: C1CCN(CC1)CCOC2=CC=C(C=C2)C(=O)C3=C(SC4=C3C=CC(=C4)O)C5=CC=C(C=C5)O. Drug 2: CC12CCC3C(C1CCC2=O)CC(=C)C4=CC(=O)C=CC34C. Cell line: OVCAR3. Synergy scores: CSS=24.9, Synergy_ZIP=0.728, Synergy_Bliss=2.05, Synergy_Loewe=-0.529, Synergy_HSA=1.17. (4) Drug 1: CC1CCC2CC(C(=CC=CC=CC(CC(C(=O)C(C(C(=CC(C(=O)CC(OC(=O)C3CCCCN3C(=O)C(=O)C1(O2)O)C(C)CC4CCC(C(C4)OC)OCCO)C)C)O)OC)C)C)C)OC. Drug 2: CCN(CC)CCNC(=O)C1=C(NC(=C1C)C=C2C3=C(C=CC(=C3)F)NC2=O)C. Cell line: HT29. Synergy scores: CSS=-2.76, Synergy_ZIP=5.49, Synergy_Bliss=6.24, Synergy_Loewe=-3.28, Synergy_HSA=-2.42. (5) Drug 1: C1=NNC2=C1C(=O)NC=N2. Drug 2: B(C(CC(C)C)NC(=O)C(CC1=CC=CC=C1)NC(=O)C2=NC=CN=C2)(O)O. Cell line: SR. Synergy scores: CSS=65.1, Synergy_ZIP=3.75, Synergy_Bliss=7.14, Synergy_Loewe=-15.1, Synergy_HSA=2.17. (6) Drug 1: CC1=C2C(C(=O)C3(C(CC4C(C3C(C(C2(C)C)(CC1OC(=O)C(C(C5=CC=CC=C5)NC(=O)C6=CC=CC=C6)O)O)OC(=O)C7=CC=CC=C7)(CO4)OC(=O)C)O)C)OC(=O)C. Drug 2: B(C(CC(C)C)NC(=O)C(CC1=CC=CC=C1)NC(=O)C2=NC=CN=C2)(O)O. Cell line: EKVX. Synergy scores: CSS=49.9, Synergy_ZIP=2.73, Synergy_Bliss=4.83, Synergy_Loewe=-11.6, Synergy_HSA=4.78.